This data is from NCI-60 drug combinations with 297,098 pairs across 59 cell lines. The task is: Regression. Given two drug SMILES strings and cell line genomic features, predict the synergy score measuring deviation from expected non-interaction effect. (1) Drug 1: CC1=CC2C(CCC3(C2CCC3(C(=O)C)OC(=O)C)C)C4(C1=CC(=O)CC4)C. Drug 2: CC(C)CN1C=NC2=C1C3=CC=CC=C3N=C2N. Cell line: IGROV1. Synergy scores: CSS=-3.19, Synergy_ZIP=0.988, Synergy_Bliss=-2.38, Synergy_Loewe=-3.04, Synergy_HSA=-4.01. (2) Drug 1: C1=NC(=NC(=O)N1C2C(C(C(O2)CO)O)O)N. Drug 2: CCN(CC)CCNC(=O)C1=C(NC(=C1C)C=C2C3=C(C=CC(=C3)F)NC2=O)C. Cell line: SK-OV-3. Synergy scores: CSS=13.6, Synergy_ZIP=-4.99, Synergy_Bliss=-0.971, Synergy_Loewe=-0.784, Synergy_HSA=0.0665.